The task is: Predict the product of the given reaction.. This data is from Forward reaction prediction with 1.9M reactions from USPTO patents (1976-2016). (1) Given the reactants [CH3:1][O:2][C:3]1[CH:4]=[C:5]([C:9]2[CH:17]=[C:16]3[C:12]([CH2:13][C:14](=[O:18])[NH:15]3)=[CH:11][CH:10]=2)[CH:6]=[CH:7][CH:8]=1.[N:19]1([CH2:25][CH2:26][O:27][C:28]2[CH:29]=[C:30]3[C:34](=[CH:35][CH:36]=2)[NH:33][C:32]([CH:37]=O)=[CH:31]3)[CH2:24][CH2:23][O:22][CH2:21][CH2:20]1, predict the reaction product. The product is: [CH3:1][O:2][C:3]1[CH:4]=[C:5]([C:9]2[CH:17]=[C:16]3[C:12]([C:13](=[CH:37][C:32]4[NH:33][C:34]5[C:30]([CH:31]=4)=[CH:29][C:28]([O:27][CH2:26][CH2:25][N:19]4[CH2:24][CH2:23][O:22][CH2:21][CH2:20]4)=[CH:36][CH:35]=5)[C:14](=[O:18])[NH:15]3)=[CH:11][CH:10]=2)[CH:6]=[CH:7][CH:8]=1. (2) Given the reactants [N:1]([CH2:4]/[CH:5]=[CH:6]/[C:7]([O:9][CH3:10])=[O:8])=[N+:2]=[N-:3].[S:11]1C=CC=C1CC(O)=O.CCN(C(C)C)C(C)C.C1C[O:32][CH2:31][CH2:30]1, predict the reaction product. The product is: [C:31]([S:11][CH:5]([CH2:4][N:1]=[N+:2]=[N-:3])[CH2:6][C:7]([O:9][CH3:10])=[O:8])(=[O:32])[CH3:30]. (3) Given the reactants C([O-])([O-])=O.[K+].[K+].[Br:7][C:8]1[C:16]2[C:11](=[CH:12][CH:13]=[C:14]([Cl:17])[CH:15]=2)[NH:10][CH:9]=1.CI.[CH2:20](OC(=O)C)C, predict the reaction product. The product is: [Br:7][C:8]1[C:16]2[C:11](=[CH:12][CH:13]=[C:14]([Cl:17])[CH:15]=2)[N:10]([CH3:20])[CH:9]=1. (4) Given the reactants CC1(C)CC(C[N:10]=[C:11]=[O:12])(C)CC(N=C=O)C1.CC([C:21]1[C:26]([OH:27])=CC(C(C)(C)C)=C(O)C=1)(C)C.CCCCCCCCC[CH2:42][CH2:43][C:44]([O:46][Sn]([O:46][C:44]([CH2:43][CH2:42]CCCCCCCCC)=[O:45])(CCCC)CCCC)=[O:45].[P].[OH-].[K+].CC1C(=O)NC(=O)N(/C=C/C=O)C=1, predict the reaction product. The product is: [C:44]([OH:46])(=[O:45])[CH:43]=[CH2:42].[NH2:10][C:11]([O:27][CH2:26][CH3:21])=[O:12]. (5) Given the reactants S(=O)(=O)(O)O.[OH:6][CH2:7][C:8]1[CH:13]=[C:12]([NH2:14])[CH:11]=[CH:10][C:9]=1[NH2:15].[OH-].[Na+].[CH3:18]O, predict the reaction product. The product is: [CH3:18][O:6][CH2:7][C:8]1[CH:13]=[C:12]([NH2:14])[CH:11]=[CH:10][C:9]=1[NH2:15].